From a dataset of Catalyst prediction with 721,799 reactions and 888 catalyst types from USPTO. Predict which catalyst facilitates the given reaction. (1) Reactant: [NH2:1][C:2]1[C:11]([NH2:12])=[C:10]([C:13]([F:16])([F:15])[F:14])[CH:9]=[CH:8][C:3]=1[C:4]([O:6][CH3:7])=[O:5].C(N(C(C)C)CC)(C)C.Cl[C:27](Cl)([O:29]C(=O)OC(Cl)(Cl)Cl)Cl. Product: [O:29]=[C:27]1[NH:12][C:11]2[C:10]([C:13]([F:14])([F:15])[F:16])=[CH:9][CH:8]=[C:3]([C:4]([O:6][CH3:7])=[O:5])[C:2]=2[NH:1]1. The catalyst class is: 11. (2) Reactant: [Cl:1][C:2]1[C:7]([N+:8]([O-:10])=[O:9])=[C:6](Cl)[CH:5]=[C:4]([CH3:12])[N:3]=1.C(N(CC)CC)C.[CH2:20]([NH2:27])[C:21]1[CH:26]=[CH:25][CH:24]=[CH:23][CH:22]=1. Product: [CH2:20]([NH:27][C:6]1[CH:5]=[C:4]([CH3:12])[N:3]=[C:2]([Cl:1])[C:7]=1[N+:8]([O-:10])=[O:9])[C:21]1[CH:26]=[CH:25][CH:24]=[CH:23][CH:22]=1. The catalyst class is: 1. (3) Reactant: [CH2:1]([S:3]([C:6]1[N:11]=[CH:10][C:9]([OH:12])=[CH:8][CH:7]=1)(=[O:5])=[O:4])[CH3:2].[I:13]I. Product: [CH2:1]([S:3]([C:6]1[N:11]=[C:10]([I:13])[C:9]([OH:12])=[CH:8][CH:7]=1)(=[O:4])=[O:5])[CH3:2].[CH2:1]([S:3]([C:6]1[N:11]=[CH:10][C:9]([OH:12])=[C:8]([I:13])[CH:7]=1)(=[O:4])=[O:5])[CH3:2]. The catalyst class is: 20. (4) Reactant: [OH:1][C:2]1[N:7]=[CH:6][C:5]([CH:8]([C:15]#[C:16][CH3:17])[CH2:9][C:10]([O:12][CH2:13][CH3:14])=[O:11])=[CH:4][CH:3]=1.C(=O)=O. Product: [OH:1][C:2]1[N:7]=[CH:6][C:5]([C@@H:8]([C:15]#[C:16][CH3:17])[CH2:9][C:10]([O:12][CH2:13][CH3:14])=[O:11])=[CH:4][CH:3]=1.[OH:1][C:2]1[N:7]=[CH:6][C:5]([C@H:8]([C:15]#[C:16][CH3:17])[CH2:9][C:10]([O:12][CH2:13][CH3:14])=[O:11])=[CH:4][CH:3]=1. The catalyst class is: 14. (5) The catalyst class is: 3. Reactant: [CH:1]([Si:4](Cl)([CH:8]([CH3:10])[CH3:9])[CH:5]([CH3:7])[CH3:6])([CH3:3])[CH3:2].[CH2:12]([O:14][C:15](=[O:23])[C:16]1[CH:21]=[CH:20][CH:19]=[C:18]([OH:22])[CH:17]=1)[CH3:13].N1C=CN=C1.O. Product: [CH3:2][CH:1]([Si:4]([CH:8]([CH3:10])[CH3:9])([CH:5]([CH3:7])[CH3:6])[O:22][C:18]1[CH:17]=[C:16]([C:15]([O:14][CH2:12][CH3:13])=[O:23])[CH:21]=[CH:20][CH:19]=1)[CH3:3]. (6) Reactant: [CH2:1]([O:3][C:4](=[O:9])[C:5]([OH:8])([CH3:7])[CH3:6])[CH3:2].[H-].[Na+].[CH2:12](Br)[CH:13]=[CH2:14].[Cl-].[NH4+]. Product: [CH2:1]([O:3][C:4](=[O:9])[C:5]([O:8][CH2:14][CH:13]=[CH2:12])([CH3:7])[CH3:6])[CH3:2]. The catalyst class is: 483. (7) Reactant: C(=O)([O-])[O-].[K+].[K+].I[C:8]1[CH:9]=[C:10]([CH:13]=[CH:14][CH:15]=1)[CH:11]=[O:12].C(O)CO.[C:20]1([SH:26])[CH:25]=[CH:24][CH:23]=[CH:22][CH:21]=1. Product: [C:20]1([S:26][C:8]2[CH:9]=[C:10]([CH:13]=[CH:14][CH:15]=2)[CH:11]=[O:12])[CH:25]=[CH:24][CH:23]=[CH:22][CH:21]=1. The catalyst class is: 41.